This data is from Forward reaction prediction with 1.9M reactions from USPTO patents (1976-2016). The task is: Predict the product of the given reaction. (1) Given the reactants [C:1]([O:5][C:6](=[O:17])[NH:7][C@H:8]1[CH2:13][CH2:12][C@H:11]([CH2:14][CH2:15]N)[CH2:10][CH2:9]1)([CH3:4])([CH3:3])[CH3:2].[CH2:18]=O.[C:20]([BH3-])#[N:21].[Na+], predict the reaction product. The product is: [C:1]([O:5][C:6](=[O:17])[NH:7][C@H:8]1[CH2:13][CH2:12][C@H:11]([CH2:14][CH2:15][N:21]([CH3:20])[CH3:18])[CH2:10][CH2:9]1)([CH3:4])([CH3:3])[CH3:2]. (2) Given the reactants [Cl:1][C:2]1[C:7]([NH:8][S:9]([CH2:12][Cl:13])(=[O:11])=[O:10])=[CH:6][C:5]([NH:14][C:15]([N:17]2[CH2:21][C@@H:20]([F:22])[CH2:19][C@@H:18]2[C:23](O)=[O:24])=[O:16])=[C:4]([F:26])[CH:3]=1.S(Cl)(Cl)=O, predict the reaction product. The product is: [Cl:13][CH2:12][S:9]([NH:8][C:7]1[CH:6]=[C:5]([N:14]2[C:23](=[O:24])[C@H:18]3[CH2:19][C@H:20]([F:22])[CH2:21][N:17]3[C:15]2=[O:16])[C:4]([F:26])=[CH:3][C:2]=1[Cl:1])(=[O:10])=[O:11]. (3) Given the reactants [CH3:1][C:2]1([CH3:10])[O:6][C@H:5]([C@H:7]([OH:9])[CH3:8])[CH2:4][O:3]1.[Cl:11][C:12]1[CH:17]=[C:16](Cl)[N:15]=[C:14]([S:19][CH2:20][C:21]2[CH:26]=[CH:25][CH:24]=[C:23]([F:27])[C:22]=2[F:28])[N:13]=1, predict the reaction product. The product is: [Cl:11][C:12]1[CH:17]=[C:16]([O:9][C@@H:7]([C@@H:5]2[CH2:4][O:3][C:2]([CH3:10])([CH3:1])[O:6]2)[CH3:8])[N:15]=[C:14]([S:19][CH2:20][C:21]2[CH:26]=[CH:25][CH:24]=[C:23]([F:27])[C:22]=2[F:28])[N:13]=1. (4) The product is: [O:39]([C:46]1[C:51]([O:52][CH2:53][CH2:54][CH2:55][C:56]2[CH:61]=[CH:60][N:59]=[CH:58][C:57]=2[O:62][CH2:4][CH2:3][O:2][CH3:1])=[CH:50][CH:49]=[CH:48][N:47]=1)[C:40]1[CH:45]=[CH:44][CH:43]=[CH:42][CH:41]=1. Given the reactants [CH3:1][O:2][CH2:3][CH2:4]O.C1(P(C2C=CC=CC=2)C2C=CC=CC=2)C=CC=CC=1.N(C(OC(C)C)=O)=NC(OC(C)C)=O.[O:39]([C:46]1[C:51]([O:52][CH2:53][CH2:54][CH2:55][C:56]2[CH:61]=[CH:60][N:59]=[CH:58][C:57]=2[OH:62])=[CH:50][CH:49]=[CH:48][N:47]=1)[C:40]1[CH:45]=[CH:44][CH:43]=[CH:42][CH:41]=1, predict the reaction product.